This data is from Drug-target binding data from BindingDB using IC50 measurements. The task is: Regression. Given a target protein amino acid sequence and a drug SMILES string, predict the binding affinity score between them. We predict pIC50 (pIC50 = -log10(IC50 in M); higher means more potent). Dataset: bindingdb_ic50. (1) The pIC50 is 5.7. The drug is O=C(O)c1cc(F)ccc1/N=C/c1nc(-c2ccc(Cl)cc2)oc1O. The target protein (P96618) has sequence MIYGIGLDITELKRIASMAGRQKRFAERILTRSELDQYYELSEKRKNEFLAGRFAAKEAFSKAFGTGIGRQLSFQDIEIRKDQNGKPYIICTKLSQAAVHVSITHTKEYAAAQVVIERLSS. (2) The compound is Cc1cc(-c2cnc(Nc3cc(Cl)cc(Cl)c3)nc2NC2CCC(N(C)C)CC2)on1. The target protein (Q9H1R3) has sequence MATENGAVELGIQNPSTDKAPKGPTGERPLAAGKDPGPPDPKKAPDPPTLKKDAKAPASEKGDGTLAQPSTSSQGPKGEGDRGGGPAEGSAGPPAALPQQTATPETSVKKPKAEQGASGSQDPGKPRVGKKAAEGQAAARRGSPAFLHSPSCPAIISSSEKLLAKKPPSEASELTFEGVPMTHSPTDPRPAKAEEGKNILAESQKEVGEKTPGQAGQAKMQGDTSRGIEFQAVPSEKSEVGQALCLTAREEDCFQILDDCPPPPAPFPHRMVELRTGNVSSEFSMNSKEALGGGKFGAVCTCMEKATGLKLAAKVIKKQTPKDKEMVLLEIEVMNQLNHRNLIQLYAAIETPHEIVLFMEYIEGGELFERIVDEDYHLTEVDTMVFVRQICDGILFMHKMRVLHLDLKPENILCVNTTGHLVKIIDFGLARRYNPNEKLKVNFGTPEFLSPEVVNYDQISDKTDMWSMGVITYMLLSGLSPFLGDDDTETLNNVLSGNWY.... The pIC50 is 5.3. (3) The compound is COc1ncc(-c2ccc3nc(N)n(-c4ccccc4)c(=O)c3c2)cc1NS(=O)(=O)c1ccc(F)cc1F. The target protein (P42356) has sequence MAAAPARGGGGGGGGGGGCSGSGSSASRGFYFNTVLSLARSLAVQRPASLEKVQKLLCMCPVDFHGIFQLDERRRDAVIALGIFLIESDLQHKDCVVPYLLRLLKGLPKVYWVEESTARKGRGALPVAESFSFCLVTLLSDVAYRDPSLRDEILEVLLQVLHVLLGMCQALEIQDKEYLCKYAIPCLIGISRAFGRYSNMEESLLSKLFPKIPPHSLRVLEELEGVRRRSFNDFRSILPSNLLTVCQEGTLKRKTSSVSSISQVSPERGMPPPSSPGGSAFHYFEASCLPDGTALEPEYYFSTISSSFSVSPLFNGVTYKEFNIPLEMLRELLNLVKKIVEEAVLKSLDAIVASVMEANPSADLYYTSFSDPLYLTMFKMLRDTLYYMKDLPTSFVKEIHDFVLEQFNTSQGELQKILHDADRIHNELSPLKLRCQANAACVDLMVWAVKDEQGAENLCIKLSEKLQSKTSSKVIIAHLPLLICCLQGLGRLCERFPVVV.... The pIC50 is 8.8. (4) The drug is CC1(C)CC[C@]2(C(=O)O)CC[C@]3(C)C(=CC[C@@H]4[C@@]5(C)C[C@H](O)CC(C)(C)[C@@H]5CC[C@]43C)[C@@H]2C1. The target protein (P00489) has sequence MSRPLSDQEKRKQISVRGLAGVENVTELKKNFNRHLHFTLVKDRNVATPRDYYFALAHTVRDHLVGRWIRTQQHYYEKDPKRIYYLSLEFYMGRTLQNTMVNLALENACDEATYQLGLDMEELEEIEEDAGLGNGGLGRLAACFLDSMATLGLAAYGYGIRYEFGIFNQKICGGWQMEEADDWLRYGNPWEKARPEFTLPVHFYGRVEHTSQGAKWVDTQVVLAMPYDTPVPGYRNNVVNTMRLWSAKAPNDFNLKDFNVGGYIQAVLDRNLAENISRVLYPNDNFFEGKELRLKQEYFVVAATLQDIIRRFKSSKFGCRDPVRTNFDAFPDKVAIQLNDTHPSLAIPELMRVLVDLERLDWDKAWEVTVKTCAYTNHTVLPEALERWPVHLLETLLPRHLQIIYEINQRFLNRVAAAFPGDVDRLRRMSLVEEGAVKRINMAHLCIAGSHAVNGVARIHSEILKKTIFKDFYELEPHKFQNKTNGITPRRWLVLCNPGL.... The pIC50 is 5.5.